From a dataset of Full USPTO retrosynthesis dataset with 1.9M reactions from patents (1976-2016). Predict the reactants needed to synthesize the given product. (1) Given the product [F:14][C:9]1[CH:8]=[C:7]([C@@H:6]2[CH2:5][N:4]([C@@H:15]([CH2:16][OH:17])[C:18]([F:21])([F:20])[F:19])[CH2:3][C@H:2]2[NH:1][C:32]([NH:31][C:28]2[N:27]([C:41]3[CH:46]=[CH:45][CH:44]=[CH:43][CH:42]=3)[N:26]=[C:25]([O:24][CH2:22][CH3:23])[C:29]=2[CH3:30])=[O:33])[CH:12]=[CH:11][C:10]=1[F:13], predict the reactants needed to synthesize it. The reactants are: [NH2:1][C@H:2]1[C@H:6]([C:7]2[CH:12]=[CH:11][C:10]([F:13])=[C:9]([F:14])[CH:8]=2)[CH2:5][N:4]([C@H:15]([C:18]([F:21])([F:20])[F:19])[CH2:16][OH:17])[CH2:3]1.[CH2:22]([O:24][C:25]1[C:29]([CH3:30])=[C:28]([NH:31][C:32](=O)[O:33]C2C=CC=CC=2)[N:27]([C:41]2[CH:46]=[CH:45][CH:44]=[CH:43][CH:42]=2)[N:26]=1)[CH3:23].CCN(C(C)C)C(C)C. (2) Given the product [Cl:41][C:23]1[C:24]([NH:26][C:27]2[CH:32]=[CH:31][C:30]([N:33]3[CH2:34][CH2:35][O:36][CH2:37][CH2:38]3)=[CH:29][C:28]=2[O:39][CH3:40])=[N:25][C:20]([NH:16][C:13]2[CH:14]=[CH:15][C:5]3[N:4]([CH:1]([CH3:3])[CH3:2])[C:10](=[O:11])[CH2:9][CH2:8][CH2:7][C:6]=3[CH:12]=2)=[N:21][CH:22]=1, predict the reactants needed to synthesize it. The reactants are: [CH:1]([N:4]1[C:10](=[O:11])[CH2:9][CH2:8][CH2:7][C:6]2[CH:12]=[C:13]([N+:16]([O-])=O)[CH:14]=[CH:15][C:5]1=2)([CH3:3])[CH3:2].Cl[C:20]1[N:25]=[C:24]([NH:26][C:27]2[CH:32]=[CH:31][C:30]([N:33]3[CH2:38][CH2:37][O:36][CH2:35][CH2:34]3)=[CH:29][C:28]=2[O:39][CH3:40])[C:23]([Cl:41])=[CH:22][N:21]=1. (3) Given the product [CH3:19][O:18][C:11]1[C:10]([CH:2]2[N:1]([CH2:30][C:28]3[CH:27]=[CH:26][C:24]4[N:25]=[C:21]([CH3:20])[S:22][C:23]=4[CH:29]=3)[C:6](=[O:8])[CH2:5][CH2:4][CH2:3]2)=[C:15]([O:16][CH3:17])[CH:14]=[CH:13][N:12]=1, predict the reactants needed to synthesize it. The reactants are: [NH2:1][CH:2]([C:10]1[C:11]([O:18][CH3:19])=[N:12][CH:13]=[CH:14][C:15]=1[O:16][CH3:17])[CH2:3][CH2:4][CH2:5][C:6]([O:8]C)=O.[CH3:20][C:21]1[S:22][C:23]2[CH:29]=[C:28]([CH:30]=O)[CH:27]=[CH:26][C:24]=2[N:25]=1.